Task: Predict the reactants needed to synthesize the given product.. Dataset: Full USPTO retrosynthesis dataset with 1.9M reactions from patents (1976-2016) (1) Given the product [N:1]1([C:6]2[CH:11]=[CH:10][C:9]([N:12]3[CH:16]=[CH:15][C:14]([CH2:17][CH2:18][C:19]([OH:21])=[O:20])=[C:13]3[C:24]3[CH:29]=[CH:28][C:27]([C:30](=[O:32])[NH2:31])=[CH:26][C:25]=3[CH3:33])=[CH:8][CH:7]=2)[CH:5]=[CH:4][N:3]=[CH:2]1, predict the reactants needed to synthesize it. The reactants are: [N:1]1([C:6]2[CH:11]=[CH:10][C:9]([N:12]3[CH:16]=[CH:15][C:14]([CH2:17][CH2:18][C:19]([O:21]CC)=[O:20])=[C:13]3[C:24]3[CH:29]=[CH:28][C:27]([C:30](=[O:32])[NH2:31])=[CH:26][C:25]=3[CH3:33])=[CH:8][CH:7]=2)[CH:5]=[CH:4][N:3]=[CH:2]1. (2) Given the product [Cl:1][C:2]1[C:10]([F:11])=[CH:9][C:8]([C:12]2[N:13]([C:23]([O:25][C:26]([CH3:28])([CH3:27])[CH3:29])=[O:24])[C:14]3[C:19]([CH:20]=2)=[CH:18][C:17]([CH2:21][N:37]2[CH2:38][CH2:39][N:34]([CH2:33][CH2:32][OH:31])[CH2:35][CH2:36]2)=[CH:16][CH:15]=3)=[C:7]2[C:3]=1[CH2:4][NH:5][C:6]2=[O:30], predict the reactants needed to synthesize it. The reactants are: [Cl:1][C:2]1[C:10]([F:11])=[CH:9][C:8]([C:12]2[N:13]([C:23]([O:25][C:26]([CH3:29])([CH3:28])[CH3:27])=[O:24])[C:14]3[C:19]([CH:20]=2)=[CH:18][C:17]([CH:21]=O)=[CH:16][CH:15]=3)=[C:7]2[C:3]=1[CH2:4][NH:5][C:6]2=[O:30].[OH:31][CH2:32][CH2:33][N:34]1[CH2:39][CH2:38][NH:37][CH2:36][CH2:35]1.C(O)(=O)C.C(O[BH-](OC(=O)C)OC(=O)C)(=O)C.[Na+].Cl. (3) Given the product [C:27]([OH:2])(=[O:28])[CH3:29].[CH3:26][C:27]1([CH3:29])[N:14]=[C:13]([NH:12][CH2:6][CH2:7][CH2:8][CH2:9][CH2:10][CH3:11])[NH:15][C:16]([NH:18][CH2:19][CH2:20][CH2:21][CH2:22][CH2:23][CH2:24][CH3:25])=[N:17]1, predict the reactants needed to synthesize it. The reactants are: C[OH:2].Cl.Cl.Cl.[CH2:6]([NH:12][C:13]([NH:15][C:16]([NH:18][CH2:19][CH2:20][CH2:21][CH2:22][CH2:23][CH2:24][CH3:25])=[NH:17])=[NH:14])[CH2:7][CH2:8][CH2:9][CH2:10][CH3:11].[CH3:26][C:27]([CH3:29])=[O:28]. (4) Given the product [C:1]([C:4]1[C:8]([CH2:9][C:10]2[CH:15]=[CH:14][CH:13]=[CH:12][C:11]=2[S:16]([C:19]2[CH:24]=[CH:23][CH:22]=[CH:21][CH:20]=2)(=[O:17])=[O:18])=[C:7]([CH3:25])[N:6]([CH2:26][C:27]([OH:29])=[O:28])[C:5]=1[CH3:32])(=[O:3])[CH3:2], predict the reactants needed to synthesize it. The reactants are: [C:1]([C:4]1[C:8]([CH2:9][C:10]2[CH:15]=[CH:14][CH:13]=[CH:12][C:11]=2[S:16]([C:19]2[CH:24]=[CH:23][CH:22]=[CH:21][CH:20]=2)(=[O:18])=[O:17])=[C:7]([CH3:25])[N:6]([CH2:26][C:27]([O:29]CC)=[O:28])[C:5]=1[CH3:32])(=[O:3])[CH3:2].[Li+].[OH-].CCOC(C)=O.Cl. (5) Given the product [N:35]1[C:30]2[CH:31]=[CH:32][CH:33]=[CH:34][C:29]=2[NH:36][C:5]=1[C:7]1[N:12]=[C:11]([C:13]([C:22]2[CH:27]=[CH:26][CH:25]=[C:24]([CH3:28])[N:23]=2)([C:15]2[CH:20]=[CH:19][CH:18]=[C:17]([CH3:21])[N:16]=2)[F:14])[CH:10]=[CH:9][CH:8]=1, predict the reactants needed to synthesize it. The reactants are: S(Cl)(Cl)=O.[CH:5]([C:7]1[N:12]=[C:11]([C:13]([C:22]2[CH:27]=[CH:26][CH:25]=[C:24]([CH3:28])[N:23]=2)([C:15]2[CH:20]=[CH:19][CH:18]=[C:17]([CH3:21])[N:16]=2)[F:14])[CH:10]=[CH:9][CH:8]=1)=O.[C:29]1([NH2:36])[CH:34]=[CH:33][CH:32]=[CH:31][C:30]=1[NH2:35].C(O)C. (6) Given the product [C:1]([O:5][C:6]([N:8]1[CH2:34][C@@H:33]([CH3:35])[N:11]2[C:12]3[CH:13]=[C:14]([NH2:19])[CH:15]=[CH:16][C:17]=3[CH2:18][C@@H:10]2[CH2:9]1)=[O:7])([CH3:4])([CH3:2])[CH3:3], predict the reactants needed to synthesize it. The reactants are: [C:1]([O:5][C:6]([N:8]1[CH2:34][C@@H:33]([CH3:35])[N:11]2[C:12]3[CH:13]=[C:14]([N:19]=C(C4C=CC=CC=4)C4C=CC=CC=4)[CH:15]=[CH:16][C:17]=3[CH2:18][C@@H:10]2[CH2:9]1)=[O:7])([CH3:4])([CH3:3])[CH3:2].C([O-])=O.[NH4+]. (7) The reactants are: [OH:1][C:2]1[C:6]([CH2:13][CH2:14][C:15]2[CH:20]=[CH:19][CH:18]=[CH:17][CH:16]=2)([C:7]2[CH:12]=[CH:11][CH:10]=[CH:9][CH:8]=2)[O:5][C:4](=[O:21])[CH:3]=1.CCN(CC)CC.C(Cl)CCl.[CH:33]1([C:39](O)=[O:40])[CH2:38][CH2:37][CH2:36][CH2:35][CH2:34]1.Cl.[Na+].[Cl-]. Given the product [CH:33]1([C:39]([C:3]2[C:4](=[O:21])[O:5][C:6]([CH2:13][CH2:14][C:15]3[CH:20]=[CH:19][CH:18]=[CH:17][CH:16]=3)([C:7]3[CH:12]=[CH:11][CH:10]=[CH:9][CH:8]=3)[C:2]=2[OH:1])=[O:40])[CH2:38][CH2:37][CH2:36][CH2:35][CH2:34]1, predict the reactants needed to synthesize it.